Dataset: Full USPTO retrosynthesis dataset with 1.9M reactions from patents (1976-2016). Task: Predict the reactants needed to synthesize the given product. (1) Given the product [Cl:1][C:2]1[CH:3]=[CH:4][C:5]([C:8]2[CH:9]=[C:10]([NH:20][C:28]([C:23]3[C:22]([CH3:21])=[CH:27][CH:26]=[CH:25][N:24]=3)=[O:29])[CH:11]=[N:12][C:13]=2[O:14][CH2:15][C:16]([F:17])([F:18])[F:19])=[CH:6][CH:7]=1, predict the reactants needed to synthesize it. The reactants are: [Cl:1][C:2]1[CH:7]=[CH:6][C:5]([C:8]2[CH:9]=[C:10]([NH2:20])[CH:11]=[N:12][C:13]=2[O:14][CH2:15][C:16]([F:19])([F:18])[F:17])=[CH:4][CH:3]=1.[CH3:21][C:22]1[C:23]([C:28](O)=[O:29])=[N:24][CH:25]=[CH:26][CH:27]=1. (2) Given the product [C:1]([O:5][C:6]([NH:8][C:9]1[C:10]([C:20](=[O:36])[CH:21]([C:30]2[N:34]([CH3:35])[N:33]=[CH:32][N:31]=2)[CH:22]([C:23]2[CH:24]=[CH:25][C:26]([F:29])=[CH:27][CH:28]=2)[CH2:51][N+:48]([O-:50])=[O:49])=[C:11]([CH:16]=[C:17]([F:19])[CH:18]=1)[C:12]([O:14][CH3:15])=[O:13])=[O:7])([CH3:3])([CH3:4])[CH3:2], predict the reactants needed to synthesize it. The reactants are: [C:1]([O:5][C:6]([NH:8][C:9]1[C:10]([C:20](=[O:36])/[C:21](/[C:30]2[N:34]([CH3:35])[N:33]=[CH:32][N:31]=2)=[CH:22]/[C:23]2[CH:28]=[CH:27][C:26]([F:29])=[CH:25][CH:24]=2)=[C:11]([CH:16]=[C:17]([F:19])[CH:18]=1)[C:12]([O:14][CH3:15])=[O:13])=[O:7])([CH3:4])([CH3:3])[CH3:2].C1CCN2C(=NCCC2)CC1.[N+:48]([CH3:51])([O-:50])=[O:49].O. (3) Given the product [ClH:6].[C:7]([O:11][C:12](=[O:30])[C@@H:13]([NH2:22])[CH2:14][C:15]1[CH:16]=[CH:17][C:18]([F:21])=[CH:19][CH:20]=1)([CH3:10])([CH3:8])[CH3:9], predict the reactants needed to synthesize it. The reactants are: CO.C([Cl:6])(=O)C.[C:7]([O:11][C:12](=[O:30])[C@@H:13]([NH:22]C(OC(C)(C)C)=O)[CH2:14][C:15]1[CH:20]=[CH:19][C:18]([F:21])=[CH:17][CH:16]=1)([CH3:10])([CH3:9])[CH3:8].